The task is: Regression. Given a peptide amino acid sequence and an MHC pseudo amino acid sequence, predict their binding affinity value. This is MHC class II binding data.. This data is from Peptide-MHC class II binding affinity with 134,281 pairs from IEDB. (1) The peptide sequence is RKAGKSVVVLNRKTF. The binding affinity (normalized) is 0.557. The MHC is DRB4_0103 with pseudo-sequence DRB4_0103. (2) The peptide sequence is MGASYFAADRILPEL. The MHC is H-2-IAb with pseudo-sequence H-2-IAb. The binding affinity (normalized) is 0.244.